Dataset: Peptide-MHC class I binding affinity with 185,985 pairs from IEDB/IMGT. Task: Regression. Given a peptide amino acid sequence and an MHC pseudo amino acid sequence, predict their binding affinity value. This is MHC class I binding data. The peptide sequence is STPIVVQMTK. The MHC is HLA-A68:01 with pseudo-sequence HLA-A68:01. The binding affinity (normalized) is 0.708.